This data is from Full USPTO retrosynthesis dataset with 1.9M reactions from patents (1976-2016). The task is: Predict the reactants needed to synthesize the given product. (1) Given the product [S:1]1[CH:5]=[CH:4][CH:3]=[C:2]1[S:6]([NH:9][C:10]1[CH:11]=[CH:12][CH:13]=[C:14]2[C:18]=1[NH:17][C:16]([C:19]1[S:21][CH:24]([CH2:23][C:22]([O:27][CH2:28][CH3:29])=[O:26])[CH2:25][N:20]=1)=[CH:15]2)(=[O:7])=[O:8], predict the reactants needed to synthesize it. The reactants are: [S:1]1[CH:5]=[CH:4][CH:3]=[C:2]1[S:6]([NH:9][C:10]1[CH:11]=[CH:12][CH:13]=[C:14]2[C:18]=1[NH:17][C:16]([C:19](=[S:21])[NH2:20])=[CH:15]2)(=[O:8])=[O:7].[C:22]([O:27][CH2:28][CH3:29])(=[O:26])[C:23]#[C:24][CH3:25].C(P(CCCC)CCCC)CCC.C1(C)C=CC=CC=1. (2) The reactants are: Cl[C:2]1[N:11]=[C:10]([C:12]2[O:13][CH:14]=[CH:15][CH:16]=2)[C:9]([C:17]2[CH:22]=[CH:21][N:20]=[CH:19][N:18]=2)=[CH:8][C:3]=1[C:4](OC)=[O:5].O.[NH2:24][NH2:25]. Given the product [O:13]1[CH:14]=[CH:15][CH:16]=[C:12]1[C:10]1[N:11]=[C:2]2[NH:24][NH:25][C:4](=[O:5])[C:3]2=[CH:8][C:9]=1[C:17]1[CH:22]=[CH:21][N:20]=[CH:19][N:18]=1, predict the reactants needed to synthesize it. (3) The reactants are: [Cl:1][C:2]1[C:43]([C:44]([F:47])([F:46])[F:45])=[CH:42][CH:41]=[CH:40][C:3]=1[CH2:4][N:5]([CH2:26][CH:27]([C:34]1[CH:39]=[CH:38][CH:37]=[CH:36][CH:35]=1)[C:28]1[CH:33]=[CH:32][CH:31]=[CH:30][CH:29]=1)[CH2:6][CH2:7][CH2:8][O:9][C:10]1[CH:15]=[CH:14][CH:13]=[C:12]([CH:16](COCC)[C:17]2[N:21]=[CH:20][NH:19][N:18]=2)[CH:11]=1.C([SiH](CC)CC)C.C(O)(C(F)(F)F)=O.Cl.C(OCC)C. Given the product [ClH:1].[Cl:1][C:2]1[C:43]([C:44]([F:45])([F:46])[F:47])=[CH:42][CH:41]=[CH:40][C:3]=1[CH2:4][N:5]([CH2:26][CH:27]([C:34]1[CH:35]=[CH:36][CH:37]=[CH:38][CH:39]=1)[C:28]1[CH:33]=[CH:32][CH:31]=[CH:30][CH:29]=1)[CH2:6][CH2:7][CH2:8][O:9][C:10]1[CH:15]=[CH:14][CH:13]=[C:12]([CH2:16][C:17]2[N:21]=[CH:20][NH:19][N:18]=2)[CH:11]=1, predict the reactants needed to synthesize it. (4) Given the product [CH3:21][N:22]([CH3:41])[C:23]1[CH:24]=[C:25]([CH3:40])[C:26]([N:29]2[CH2:34][CH2:33][CH2:32][C:31]3=[C:35]([O:39][CH:2]([CH2:7][CH2:6][CH3:8])[CH2:3][CH2:4][CH3:5])[N:36]([CH3:38])[N:37]=[C:30]23)=[CH:27][N:28]=1, predict the reactants needed to synthesize it. The reactants are: Cl[C:2]1[CH:7]=[C:6]([CH3:8])[CH:5]=[C:4](C)[C:3]=1N1CCCC2C(=O)N(C)NC1=2.[CH3:21][N:22]([CH3:41])[C:23]1[N:28]=[CH:27][C:26]([N:29]2[CH2:34][CH2:33][CH2:32][C:31]3[C:35](=[O:39])[N:36]([CH3:38])[NH:37][C:30]2=3)=[C:25]([CH3:40])[CH:24]=1. (5) Given the product [Br-:35].[CH2:24]([O:26][P:27]([CH2:32][CH2:33][CH2:34][N+:20]([CH2:19][CH2:18][CH2:17][NH:16][S:13]([C:8]1[C:9]2[C:4](=[C:3]([N:2]([CH3:1])[CH3:23])[CH:12]=[CH:11][CH:10]=2)[CH:5]=[CH:6][CH:7]=1)(=[O:15])=[O:14])([CH3:21])[CH3:22])([O:28][CH2:29][CH3:30])=[O:31])[CH3:25], predict the reactants needed to synthesize it. The reactants are: [CH3:1][N:2]([CH3:23])[C:3]1[CH:12]=[CH:11][CH:10]=[C:9]2[C:4]=1[CH:5]=[CH:6][CH:7]=[C:8]2[S:13]([NH:16][CH2:17][CH2:18][CH2:19][N:20]([CH3:22])[CH3:21])(=[O:15])=[O:14].[CH2:24]([O:26][P:27]([CH2:32][CH2:33][CH2:34][Br:35])(=[O:31])[O:28][CH2:29][CH3:30])[CH3:25].